This data is from Catalyst prediction with 721,799 reactions and 888 catalyst types from USPTO. The task is: Predict which catalyst facilitates the given reaction. (1) Reactant: Cl[C:2]([O:4][CH3:5])=[O:3].[F:6][C:7]1[CH:12]=[C:11]([F:13])[CH:10]=[CH:9][C:8]=1[NH:14][C:15](=[O:25])[C:16]1C=[CH:20][C:19]([O:22][CH3:23])=[CH:18][C:17]=1O.Cl. Product: [F:6][C:7]1[CH:12]=[C:11]([F:13])[CH:10]=[CH:9][C:8]=1[N:14]1[C:15](=[O:25])[C:16]2[CH:17]=[CH:18][C:19]([O:22][CH3:23])=[CH:20][C:5]=2[O:4][C:2]1=[O:3]. The catalyst class is: 17. (2) Reactant: [NH:1]1[CH2:7][CH2:6][CH:5]([CH2:8][OH:9])[NH:4][CH2:3][CH2:2]1.[OH-].[Na+].[C:12](O[C:12]([O:14][C:15]([CH3:18])([CH3:17])[CH3:16])=[O:13])([O:14][C:15]([CH3:18])([CH3:17])[CH3:16])=[O:13]. Product: [OH:9][CH2:8][CH:5]1[CH2:6][CH2:7][N:1]([C:12]([O:14][C:15]([CH3:18])([CH3:17])[CH3:16])=[O:13])[CH2:2][CH2:3][NH:4]1. The catalyst class is: 12. (3) Reactant: [CH3:1][O:2][C:3]1[CH:4]=[C:5]2[C:10](=[CH:11][C:12]=1[O:13][CH3:14])[N:9]=[CH:8][CH:7]=[C:6]2[O:15][C:16]1[CH:22]=[CH:21][C:19]([NH2:20])=[C:18]([CH3:23])[C:17]=1[CH3:24].C1(C)C=CC=CC=1.C(N(CC)CC)C.ClC(Cl)(O[C:43](=[O:49])[O:44][C:45](Cl)(Cl)Cl)Cl.[Cl:51][C:52]1[CH:62]=[CH:61][C:55]([O:56][CH2:57][CH2:58]CO)=[CH:54][CH:53]=1. Product: [CH3:1][O:2][C:3]1[CH:4]=[C:5]2[C:10](=[CH:11][C:12]=1[O:13][CH3:14])[N:9]=[CH:8][CH:7]=[C:6]2[O:15][C:16]1[CH:22]=[CH:21][C:19]([NH:20][C:43](=[O:49])[O:44][CH2:45][CH2:58][CH2:57][O:56][C:55]2[CH:61]=[CH:62][C:52]([Cl:51])=[CH:53][CH:54]=2)=[C:18]([CH3:23])[C:17]=1[CH3:24]. The catalyst class is: 2. (4) Reactant: [CH2:1]([C:5]1[CH:14]=[C:13]2[C:8]([CH2:9][CH2:10][C:11]3[N:12]2[C:15]([C:23]2[CH:27]=[CH:26][S:25][CH:24]=2)=[N:16][C:17]=3[C:18]([O:20]CC)=[O:19])=[CH:7][C:6]=1[O:28]C)[CH:2]([CH3:4])[CH3:3].B(Br)(Br)Br.CCO.O. Product: [OH:28][C:6]1[CH:7]=[C:8]2[C:13](=[CH:14][C:5]=1[CH2:1][CH:2]([CH3:4])[CH3:3])[N:12]1[C:15]([C:23]3[CH:27]=[CH:26][S:25][CH:24]=3)=[N:16][C:17]([C:18]([OH:20])=[O:19])=[C:11]1[CH2:10][CH2:9]2. The catalyst class is: 2. (5) Reactant: [CH3:1][O:2][C:3](=[O:19])[C:4]1[CH:9]=[CH:8][CH:7]=[C:6]([CH2:10][NH:11][C:12]([O:14][C:15]([CH3:18])([CH3:17])[CH3:16])=[O:13])[CH:5]=1.[H-].[Na+].[CH3:22]I. Product: [CH3:1][O:2][C:3](=[O:19])[C:4]1[CH:9]=[CH:8][CH:7]=[C:6]([CH2:10][N:11]([C:12]([O:14][C:15]([CH3:16])([CH3:18])[CH3:17])=[O:13])[CH3:22])[CH:5]=1. The catalyst class is: 9.